Regression. Given a peptide amino acid sequence and an MHC pseudo amino acid sequence, predict their binding affinity value. This is MHC class II binding data. From a dataset of Peptide-MHC class II binding affinity with 134,281 pairs from IEDB. (1) The MHC is DRB1_0404 with pseudo-sequence DRB1_0404. The binding affinity (normalized) is 0.580. The peptide sequence is ISPNSVFSQWRVVCDSLEDYD. (2) The binding affinity (normalized) is 0.152. The MHC is HLA-DPA10103-DPB10301 with pseudo-sequence HLA-DPA10103-DPB10301. The peptide sequence is TDDNEEPIAPYHFDLSGHAF. (3) The peptide sequence is FFVKNPTDTGHGTVV. The MHC is DRB1_1101 with pseudo-sequence DRB1_1101. The binding affinity (normalized) is 0. (4) The peptide sequence is SFGIVVAWQVKLLPV. The binding affinity (normalized) is 0.713. The MHC is HLA-DPA10103-DPB10201 with pseudo-sequence HLA-DPA10103-DPB10201. (5) The peptide sequence is AAEWDRVHPVHAGPIP. The MHC is DRB1_0101 with pseudo-sequence DRB1_0101. The binding affinity (normalized) is 0.407. (6) The peptide sequence is YDKFLAQVSTVLTGK. The MHC is DRB1_0802 with pseudo-sequence DRB1_0802. The binding affinity (normalized) is 0.790. (7) The peptide sequence is VANYQKVGMQKYSTL. The MHC is DRB1_0101 with pseudo-sequence DRB1_0101. The binding affinity (normalized) is 0.339. (8) The peptide sequence is LQSLTNLLSSNLSWL. The MHC is DRB1_0802 with pseudo-sequence DRB1_0802. The binding affinity (normalized) is 0.409.